This data is from TCR-epitope binding with 47,182 pairs between 192 epitopes and 23,139 TCRs. The task is: Binary Classification. Given a T-cell receptor sequence (or CDR3 region) and an epitope sequence, predict whether binding occurs between them. (1) The epitope is KAYNVTQAF. The TCR CDR3 sequence is CASSQDLGTYEQYF. Result: 0 (the TCR does not bind to the epitope). (2) The epitope is GLIYNRMGAVTTEV. The TCR CDR3 sequence is CASSLGRELFF. Result: 1 (the TCR binds to the epitope). (3) The epitope is MLNIPSINV. The TCR CDR3 sequence is CASSPDRMNTEAFF. Result: 0 (the TCR does not bind to the epitope). (4) The epitope is FRYMNSQGL. The TCR CDR3 sequence is CRARGQAITEKLFF. Result: 0 (the TCR does not bind to the epitope). (5) The epitope is TSNQVAVLY. The TCR CDR3 sequence is CASRAEGRTDTQYF. Result: 0 (the TCR does not bind to the epitope). (6) The epitope is CLGGLLTMV. The TCR CDR3 sequence is CASTRTVEGGEQYF. Result: 0 (the TCR does not bind to the epitope). (7) The epitope is VLAWLYAAV. The TCR CDR3 sequence is CASSPQQTLGAFF. Result: 0 (the TCR does not bind to the epitope).